This data is from Hepatocyte clearance measurements from AstraZeneca. The task is: Regression/Classification. Given a drug SMILES string, predict its absorption, distribution, metabolism, or excretion properties. Task type varies by dataset: regression for continuous measurements (e.g., permeability, clearance, half-life) or binary classification for categorical outcomes (e.g., BBB penetration, CYP inhibition). For this dataset (clearance_hepatocyte_az), we predict log10(clearance) (log10 of the in vitro intrinsic clearance, CLint, in uL/min per 10^6 hepatocytes; values are censored to the assay range of 3 to 150, which is 0.477 to 2.18 on this log10 scale). (1) The drug is OCc1cc(C(O)CNCCCCCCOCCCCc2ccccc2)ccc1O. The log10(clearance) is 1.93. (2) The molecule is COc1c(Nc2ccc(S(C)(=O)=O)nc2C)ncnc1OC1CCN(C(=O)OC(C)C)CC1. The log10(clearance) is 0.800.